Task: Predict the reactants needed to synthesize the given product.. Dataset: Full USPTO retrosynthesis dataset with 1.9M reactions from patents (1976-2016) (1) Given the product [F:1][C:2]1[CH:3]=[CH:4][C:5]([O:20][CH3:21])=[C:6]([C:8]([CH3:19])([CH3:18])[CH2:9][C:10]([C:13]([F:14])([F:15])[F:16])([OH:17])[CH:11]=[N:22][C:23]2[CH:32]=[CH:31][CH:30]=[C:29]3[C:24]=2[CH:25]=[CH:26][N:27]=[CH:28]3)[CH:7]=1, predict the reactants needed to synthesize it. The reactants are: [F:1][C:2]1[CH:3]=[CH:4][C:5]([O:20][CH3:21])=[C:6]([C:8]([CH3:19])([CH3:18])[CH2:9][C:10]([OH:17])([C:13]([F:16])([F:15])[F:14])[CH:11]=O)[CH:7]=1.[NH2:22][C:23]1[CH:32]=[CH:31][CH:30]=[C:29]2[C:24]=1[CH:25]=[CH:26][N:27]=[CH:28]2. (2) Given the product [CH2:1]([O:3][C:4](=[O:17])[NH:5][C:6]1[C:15]([F:16])=[CH:14][C:13]2[C:8](=[CH:9][CH:10]=[CH:11][CH:12]=2)[C:7]=1[F:19])[CH3:2], predict the reactants needed to synthesize it. The reactants are: [CH2:1]([O:3][C:4](=[O:17])[NH:5][C:6]1[C:15]([F:16])=[CH:14][C:13]2[C:8](=[CH:9][CH:10]=[CH:11][CH:12]=2)[CH:7]=1)[CH3:2].[B-](F)(F)(F)[F:19].[B-](F)(F)(F)F.C1[N+]2(CCl)CC[N+](F)(CC2)C1. (3) Given the product [Br:1][C:2]1[CH:17]=[CH:16][C:5]2[N:6]([CH:11]3[CH2:15][CH2:14][N:13]([CH3:20])[CH2:12]3)[CH2:7][CH2:8][CH2:9][CH2:10][C:4]=2[CH:3]=1, predict the reactants needed to synthesize it. The reactants are: [Br:1][C:2]1[CH:17]=[CH:16][C:5]2[N:6]([CH:11]3[CH2:15][CH2:14][NH:13][CH2:12]3)[CH2:7][CH2:8][CH2:9][CH2:10][C:4]=2[CH:3]=1.C=O.[C:20](O)(=O)C.[BH3-]C#N.[Na+].[OH-].[Na+]. (4) Given the product [NH2:18][C:13]1[N:12]=[CH:11][C:10]2[C:15](=[CH:16][CH:17]=[C:8]([C:37]3[CH:36]=[C:35]([NH:34][S:31]([C:26]4[C:27]5[C:22](=[C:21]([N:20]([CH3:44])[CH3:19])[CH:30]=[CH:29][CH:28]=5)[CH:23]=[CH:24][CH:25]=4)(=[O:33])=[O:32])[CH:40]=[CH:39][CH:38]=3)[CH:9]=2)[N:14]=1, predict the reactants needed to synthesize it. The reactants are: C(=O)([O-])[O-].[Na+].[Na+].Br[C:8]1[CH:9]=[C:10]2[C:15](=[CH:16][CH:17]=1)[N:14]=[C:13]([NH2:18])[N:12]=[CH:11]2.[CH3:19][N:20]([CH3:44])[C:21]1[CH:30]=[CH:29][CH:28]=[C:27]2[C:22]=1[CH:23]=[CH:24][CH:25]=[C:26]2[S:31]([NH:34][C:35]1[CH:36]=[C:37](B(O)O)[CH:38]=[CH:39][CH:40]=1)(=[O:33])=[O:32].